This data is from Peptide-MHC class I binding affinity with 185,985 pairs from IEDB/IMGT. The task is: Regression. Given a peptide amino acid sequence and an MHC pseudo amino acid sequence, predict their binding affinity value. This is MHC class I binding data. (1) The peptide sequence is MYIFFASFYY. The MHC is HLA-A26:01 with pseudo-sequence HLA-A26:01. The binding affinity (normalized) is 0.413. (2) The MHC is HLA-A30:02 with pseudo-sequence HLA-A30:02. The peptide sequence is CGDPSSFEY. The binding affinity (normalized) is 0.441. (3) The peptide sequence is EVADRVIFM. The MHC is HLA-A80:01 with pseudo-sequence HLA-A80:01. The binding affinity (normalized) is 0.0847. (4) The peptide sequence is REVKTIKVF. The MHC is HLA-B45:01 with pseudo-sequence HLA-B45:01. The binding affinity (normalized) is 0.185. (5) The binding affinity (normalized) is 0.0847. The peptide sequence is YMLKDSAPT. The MHC is HLA-A01:01 with pseudo-sequence HLA-A01:01. (6) The peptide sequence is GRYNLVPPK. The MHC is HLA-A23:01 with pseudo-sequence HLA-A23:01. The binding affinity (normalized) is 0.0847. (7) The peptide sequence is KTKPPLPSVKK. The MHC is HLA-B57:01 with pseudo-sequence HLA-B57:01. The binding affinity (normalized) is 0.225.